Task: Predict the reaction yield, written as a fraction of the theoretical maximum amount of product (1.0 means a 100% yield; for example, 0.34 means a 34% yield).. Dataset: Reaction yield outcomes from USPTO patents with 853,638 reactions (1) The reactants are C([O:3][C:4](=[O:45])[CH2:5][CH2:6][CH2:7][O:8][C:9]1[CH:14]=[CH:13][CH:12]=[C:11]([CH2:15][CH2:16][CH2:17][CH2:18][CH2:19][CH2:20][O:21][C:22]2[CH:27]=[C:26]([C:28]3[CH:32]=[CH:31][S:30][CH:29]=3)[CH:25]=[C:24]([S:33]([CH2:36][CH3:37])(=[O:35])=[O:34])[CH:23]=2)[C:10]=1[CH2:38][CH2:39][C:40]([O:42]CC)=[O:41])C.[OH-].[Na+]. No catalyst specified. The product is [C:40]([CH2:39][CH2:38][C:10]1[C:11]([CH2:15][CH2:16][CH2:17][CH2:18][CH2:19][CH2:20][O:21][C:22]2[CH:27]=[C:26]([C:28]3[CH:32]=[CH:31][S:30][CH:29]=3)[CH:25]=[C:24]([S:33]([CH2:36][CH3:37])(=[O:34])=[O:35])[CH:23]=2)=[CH:12][CH:13]=[CH:14][C:9]=1[O:8][CH2:7][CH2:6][CH2:5][C:4]([OH:45])=[O:3])([OH:42])=[O:41]. The yield is 0.520. (2) The reactants are [NH2:1][C:2]1[CH:7]=[CH:6][C:5]([OH:8])=[CH:4][C:3]=1[N+:9]([O-:11])=[O:10].[CH3:12][C:13]([Si:16](Cl)([CH3:18])[CH3:17])([CH3:15])[CH3:14].N1C=CN=C1. The catalyst is CN(C=O)C.C(OCC)(=O)C. The product is [Si:16]([O:8][C:5]1[CH:6]=[CH:7][C:2]([NH2:1])=[C:3]([N+:9]([O-:11])=[O:10])[CH:4]=1)([C:13]([CH3:15])([CH3:14])[CH3:12])([CH3:18])[CH3:17]. The yield is 1.00. (3) The reactants are S(Cl)(Cl)=O.[F:5][C:6]1[CH:14]=[C:13]([N+:15]([O-:17])=[O:16])[CH:12]=[CH:11][C:7]=1[C:8](O)=[O:9].[CH3:18][N:19](C=O)C. No catalyst specified. The product is [CH3:18][NH:19][C:8](=[O:9])[C:7]1[CH:11]=[CH:12][C:13]([N+:15]([O-:17])=[O:16])=[CH:14][C:6]=1[F:5]. The yield is 0.850. (4) The reactants are N[C:2]1[N:3]([CH2:28][CH2:29][CH3:30])[C:4](=[O:27])[C:5]2[NH:6][C:7]([C:11]3[CH:12]=[N:13][N:14]([CH2:16][C:17]4[CH:22]=[CH:21][CH:20]=[C:19]([C:23]([F:26])([F:25])[F:24])[CH:18]=4)[CH:15]=3)=[N:8][C:9]=2[N:10]=1.N(OCCC(C)C)=O.[I:39]I.[O-]S([O-])(=S)=O.[Na+].[Na+]. The catalyst is C1COCC1. The product is [I:39][C:2]1[N:3]([CH2:28][CH2:29][CH3:30])[C:4](=[O:27])[C:5]2[NH:6][C:7]([C:11]3[CH:12]=[N:13][N:14]([CH2:16][C:17]4[CH:22]=[CH:21][CH:20]=[C:19]([C:23]([F:25])([F:24])[F:26])[CH:18]=4)[CH:15]=3)=[N:8][C:9]=2[N:10]=1. The yield is 0.440. (5) The reactants are [C:1]([OH:6])(=[O:5])[C:2]([CH3:4])=[CH2:3].Cl[CH2:8][O:9][CH:10]1[CH2:18][C:17]2[C:12](=[CH:13][CH:14]=[CH:15][CH:16]=2)[CH2:11]1.C1(C)C=CC=CC=1. The catalyst is C(N(CC)CC)C. The product is [C:1]([O:6][CH2:8][O:9][CH:10]1[CH2:18][C:17]2[C:12](=[CH:13][CH:14]=[CH:15][CH:16]=2)[CH2:11]1)(=[O:5])[C:2]([CH3:4])=[CH2:3]. The yield is 0.900.